This data is from Catalyst prediction with 721,799 reactions and 888 catalyst types from USPTO. The task is: Predict which catalyst facilitates the given reaction. Reactant: C([O:3][C:4]([C:6]1[CH:7]=[N:8][N:9]([C:11]2[NH:20][C:19](=[O:21])[C:18]3[C:13](=[CH:14][CH:15]=[C:16]([C:22]4[CH:27]=[CH:26][CH:25]=[CH:24][C:23]=4[CH3:28])[CH:17]=3)[N:12]=2)[CH:10]=1)=[O:5])C.[OH-].[K+]. Product: [O:21]=[C:19]1[C:18]2[C:13](=[CH:14][CH:15]=[C:16]([C:22]3[CH:27]=[CH:26][CH:25]=[CH:24][C:23]=3[CH3:28])[CH:17]=2)[N:12]=[C:11]([N:9]2[CH:10]=[C:6]([C:4]([OH:5])=[O:3])[CH:7]=[N:8]2)[NH:20]1. The catalyst class is: 1.